This data is from Forward reaction prediction with 1.9M reactions from USPTO patents (1976-2016). The task is: Predict the product of the given reaction. (1) The product is: [Cl:14][C:15]1[CH:16]=[CH:17][C:18]([CH2:19][CH2:20][NH:21][C:22](=[O:30])[C:23]2[CH:28]=[CH:27][C:26]([O:29][C:2]3[CH:9]=[CH:8][C:5]([CH:6]=[O:7])=[CH:4][C:3]=3[C:10]([F:13])([F:12])[F:11])=[CH:25][CH:24]=2)=[CH:31][CH:32]=1. Given the reactants F[C:2]1[CH:9]=[CH:8][C:5]([CH:6]=[O:7])=[CH:4][C:3]=1[C:10]([F:13])([F:12])[F:11].[Cl:14][C:15]1[CH:32]=[CH:31][C:18]([CH2:19][CH2:20][NH:21][C:22](=[O:30])[C:23]2[CH:28]=[CH:27][C:26]([OH:29])=[CH:25][CH:24]=2)=[CH:17][CH:16]=1.C([O-])([O-])=O.[K+].[K+], predict the reaction product. (2) Given the reactants CC1(C)C(C)(C)OB([C:9]2[CH:10]=[C:11]3[C:16](=[C:17]([O:19][CH2:20][O:21][CH2:22][CH2:23][Si:24]([CH3:27])([CH3:26])[CH3:25])[CH:18]=2)[N:15]=[CH:14][N:13]([CH2:28][O:29][CH2:30][CH2:31][Si:32]([CH3:35])([CH3:34])[CH3:33])[C:12]3=[O:36])O1.Br[C:39]1[C:40]([CH2:45][O:46][CH3:47])=[N:41][CH:42]=[CH:43][CH:44]=1.C(=O)([O-])[O-].[Cs+].[Cs+].CO.ClCCl, predict the reaction product. The product is: [CH3:47][O:46][CH2:45][C:40]1[C:39]([C:14]2[N:13]([CH2:28][O:29][CH2:30][CH2:31][Si:32]([CH3:34])([CH3:33])[CH3:35])[C:12](=[O:36])[C:11]3[C:16](=[C:17]([O:19][CH2:20][O:21][CH2:22][CH2:23][Si:24]([CH3:26])([CH3:27])[CH3:25])[CH:18]=[CH:9][CH:10]=3)[N:15]=2)=[CH:44][CH:43]=[CH:42][N:41]=1.